This data is from Forward reaction prediction with 1.9M reactions from USPTO patents (1976-2016). The task is: Predict the product of the given reaction. (1) Given the reactants [O:1]1[C:5]2[CH:6]=[CH:7][C:8]([C:10]3([C:13]([NH:15][C:16]4[CH:17]=[N:18][C:19]([C:22]5[CH:27]=[CH:26][CH:25]=[CH:24][CH:23]=5)=[CH:20][CH:21]=4)=[O:14])[CH2:12][CH2:11]3)=[CH:9][C:4]=2[O:3][CH2:2]1.[CH3:28][O:29]C1C=CC=CC=1B(O)O.O1C2C=CC(C3(C(NC4C=NC(Br)=CC=4)=O)CC3)=CC=2OC1, predict the reaction product. The product is: [O:1]1[C:5]2[CH:6]=[CH:7][C:8]([C:10]3([C:13]([NH:15][C:16]4[CH:17]=[N:18][C:19]([C:22]5[CH:27]=[CH:26][CH:25]=[CH:24][C:23]=5[O:29][CH3:28])=[CH:20][CH:21]=4)=[O:14])[CH2:12][CH2:11]3)=[CH:9][C:4]=2[O:3][CH2:2]1. (2) Given the reactants [Br:1][C:2]1[CH:7]=[CH:6][C:5]([C:8]([C:14]2[CH:27]=[CH:26][C:17]([NH:18]C(=O)OC(C)(C)C)=[C:16]([CH3:28])[CH:15]=2)([OH:13])[C:9]([F:12])([F:11])[F:10])=[C:4]([O:29][CH:30]([F:32])[F:31])[CH:3]=1.FC(F)(F)C(O)=O, predict the reaction product. The product is: [NH2:18][C:17]1[CH:26]=[CH:27][C:14]([C:8]([C:5]2[CH:6]=[CH:7][C:2]([Br:1])=[CH:3][C:4]=2[O:29][CH:30]([F:31])[F:32])([OH:13])[C:9]([F:11])([F:10])[F:12])=[CH:15][C:16]=1[CH3:28].